Task: Regression/Classification. Given a drug SMILES string, predict its absorption, distribution, metabolism, or excretion properties. Task type varies by dataset: regression for continuous measurements (e.g., permeability, clearance, half-life) or binary classification for categorical outcomes (e.g., BBB penetration, CYP inhibition). Dataset: cyp2c19_veith.. Dataset: CYP2C19 inhibition data for predicting drug metabolism from PubChem BioAssay (1) The result is 1 (inhibitor). The compound is COc1ccccc1NC(=S)NCCc1ccccc1. (2) The drug is N#Cc1cccc(NC(=O)N2CCCC3(CCN(S(=O)(=O)c4ccccc4)CC3)C2)c1. The result is 0 (non-inhibitor). (3) The drug is Cc1ccc(SCc2cc(=O)[nH]c(/N=C(\N)Nc3ccc(C)c(C)c3)n2)cc1. The result is 0 (non-inhibitor). (4) The drug is C[C@@H]([C@H](O)c1ccc(O)cc1)N1CCC(Cc2ccccc2)CC1.C[C@@H]([C@H](O)c1ccc(O)cc1)N1CCC(Cc2ccccc2)CC1.O=C(O)[C@@H](O)[C@@H](O)C(=O)O. The result is 0 (non-inhibitor). (5) The compound is CC(C)c1cc(Nc2cccc(O)c2)cc(C(C)C)c1O. The result is 1 (inhibitor). (6) The molecule is O=[N+]([O-])c1cc(C(F)(F)F)ccc1NCCCCNS(=O)(=O)c1ccc2ccccc2c1. The result is 1 (inhibitor).